This data is from NCI-60 drug combinations with 297,098 pairs across 59 cell lines. The task is: Regression. Given two drug SMILES strings and cell line genomic features, predict the synergy score measuring deviation from expected non-interaction effect. Drug 1: C1=C(C(=O)NC(=O)N1)F. Drug 2: CC1=C(C=C(C=C1)NC(=O)C2=CC=C(C=C2)CN3CCN(CC3)C)NC4=NC=CC(=N4)C5=CN=CC=C5. Cell line: MALME-3M. Synergy scores: CSS=33.5, Synergy_ZIP=5.64, Synergy_Bliss=4.92, Synergy_Loewe=1.20, Synergy_HSA=3.04.